Dataset: Reaction yield outcomes from USPTO patents with 853,638 reactions. Task: Predict the reaction yield, written as a fraction of the theoretical maximum amount of product (1.0 means a 100% yield; for example, 0.34 means a 34% yield). (1) The reactants are C([O:8][C@H:9]1[CH2:13][N:12]([C:14]([O:16][C:17]([CH3:20])([CH3:19])[CH3:18])=[O:15])[C@H:11]([C@H:21]([NH:35][C:36](=[O:48])[C:37]2[CH:42]=[CH:41][CH:40]=[C:39]([C:43]([F:46])([F:45])[F:44])[C:38]=2[Cl:47])[C:22]2[CH:27]=[CH:26][C:25]([S:28]([CH2:31][CH:32]3[CH2:34][CH2:33]3)(=[O:30])=[O:29])=[CH:24][CH:23]=2)[CH2:10]1)C1C=CC=CC=1.C(O[C@H]1CN(C(OC(C)(C)C)=O)[C@H](C(O)=O)C1)C1C=CC=CC=1.C(C1C(=O)C(Cl)=C(Cl)C(=O)C=1C#N)#N.C1CC=CCC=1. The catalyst is CCOCC.O.ClCCCl. The product is [Cl:47][C:38]1[C:39]([C:43]([F:45])([F:44])[F:46])=[CH:40][CH:41]=[CH:42][C:37]=1[C:36]([NH:35][C@H:21]([C:22]1[CH:27]=[CH:26][C:25]([S:28]([CH2:31][CH:32]2[CH2:33][CH2:34]2)(=[O:29])=[O:30])=[CH:24][CH:23]=1)[C@@H:11]1[CH2:10][C@@H:9]([OH:8])[CH2:13][N:12]1[C:14]([O:16][C:17]([CH3:19])([CH3:20])[CH3:18])=[O:15])=[O:48]. The yield is 0.500. (2) The reactants are [C-:1]#[N:2].[Na+].Br[CH2:5][C:6]1[S:7][C:8]([C:11]2[CH:16]=[CH:15][CH:14]=[CH:13][CH:12]=2)=[CH:9][N:10]=1. The catalyst is CCO. The product is [C:11]1([C:8]2[S:7][C:6]([CH2:5][C:1]#[N:2])=[N:10][CH:9]=2)[CH:16]=[CH:15][CH:14]=[CH:13][CH:12]=1. The yield is 0.220. (3) The reactants are Br[C:2]1[S:3][CH:4]=[CH:5][N:6]=1.C([Mg]Cl)(C)C.[CH3:12][C:13]([CH3:15])=[O:14]. The catalyst is C1COCC1. The product is [S:3]1[CH:4]=[CH:5][N:6]=[C:2]1[C:13]([OH:14])([CH3:15])[CH3:12]. The yield is 0.860. (4) The catalyst is CCOCC.O. The product is [OH:13][CH:8]([C:7]([C:14]1[CH:19]=[CH:18][CH:17]=[CH:16][CH:15]=1)([C:1]1[CH:6]=[CH:5][CH:4]=[CH:3][CH:2]=1)[CH3:21])[C:9]([O:11][CH3:12])=[O:10]. The yield is 0.160. The reactants are [C:1]1([C:7]2([C:14]3[CH:19]=[CH:18][CH:17]=[CH:16][CH:15]=3)[O:13][CH:8]2[C:9]([O:11][CH3:12])=[O:10])[CH:6]=[CH:5][CH:4]=[CH:3][CH:2]=1.[Cu][C:21]#N.C[Li]. (5) The reactants are [BH4-].[Na+].[I-].[Br:4][C:5]1[CH:18]=[CH:17][C:16]2[O:15][C:14]3[CH:13]=[CH:12][N+:11]([CH3:19])=[CH:10][C:9]=3[C:8](=[O:20])[C:7]=2[CH:6]=1.CCO.C1COCC1. The catalyst is ClCCl.C(OCC)(=O)C. The product is [Br:4][C:5]1[CH:18]=[CH:17][C:16]2[O:15][CH:14]3[CH:9]([CH2:10][N:11]([CH3:19])[CH2:12][CH2:13]3)[CH:8]([OH:20])[C:7]=2[CH:6]=1. The yield is 0.841. (6) The reactants are [Br:1][C:2]1[CH:3]=[C:4]([CH2:13][C@@H:14]([CH2:19][C:20]([O:22][CH3:23])=[O:21])[C:15]([O:17]C)=O)[C:5]([CH2:11]Cl)=[C:6]2[C:10]=1[NH:9][N:8]=[CH:7]2.[CH3:24][O:25][CH2:26][CH2:27][NH2:28].COC(=O)C[C@H]1C(=O)N(CC2CC2)CC2C3C=NNC=3C(Br)=CC=2C1. No catalyst specified. The product is [CH3:23][O:22][C:20](=[O:21])[CH2:19][C@H:14]1[C:15](=[O:17])[N:28]([CH2:27][CH2:26][O:25][CH3:24])[CH2:11][C:5]2[C:6]3[CH:7]=[N:8][NH:9][C:10]=3[C:2]([Br:1])=[CH:3][C:4]=2[CH2:13]1. The yield is 0.660. (7) The reactants are C([O:3][C:4]([O:6][CH:7]([CH2:11][C:12]1[CH:17]=[CH:16][C:15]([NH:18][C:19](=[O:35])/[CH:20]=[CH:21]/[C:22]2[CH:23]=[N:24][N:25]([CH3:34])[C:26]=2[C:27]2[CH:32]=[CH:31][C:30]([F:33])=[CH:29][CH:28]=2)=[CH:14][CH:13]=1)[C:8]([NH2:10])=[O:9])=O)C.C1CCN2C(=NCCC2)CC1. The catalyst is C(#N)C. The product is [O:3]=[C:4]1[NH:10][C:8](=[O:9])[CH:7]([CH2:11][C:12]2[CH:13]=[CH:14][C:15]([NH:18][C:19](=[O:35])/[CH:20]=[CH:21]/[C:22]3[CH:23]=[N:24][N:25]([CH3:34])[C:26]=3[C:27]3[CH:32]=[CH:31][C:30]([F:33])=[CH:29][CH:28]=3)=[CH:16][CH:17]=2)[O:6]1. The yield is 0.770.